Predict the reactants needed to synthesize the given product. From a dataset of Full USPTO retrosynthesis dataset with 1.9M reactions from patents (1976-2016). (1) Given the product [CH2:40]([C:44]1[O:45][C:46]2[CH:61]=[CH:60][C:59]([N+:62]([O-:64])=[O:63])=[CH:58][C:47]=2[C:48]=1[C:49](=[O:57])[C:50]1[CH:51]=[CH:52][C:53]([O:56][CH2:28][CH2:29][CH2:30][N:31]([CH2:36][CH2:37][CH2:38][CH3:39])[CH2:32][CH2:33][CH2:34][CH3:35])=[CH:54][CH:55]=1)[CH2:41][CH2:42][CH3:43], predict the reactants needed to synthesize it. The reactants are: CCCCC1OC2C=CC(NS(C)(=O)=O)=CC=2C=1C(C1C=CC(O[CH2:28][CH2:29][CH2:30][N:31]([CH2:36][CH2:37][CH2:38][CH3:39])[CH2:32][CH2:33][CH2:34][CH3:35])=CC=1)=O.[CH2:40]([C:44]1[O:45][C:46]2[CH:61]=[CH:60][C:59]([N+:62]([O-:64])=[O:63])=[CH:58][C:47]=2[C:48]=1[C:49](=[O:57])[C:50]1[CH:55]=[CH:54][C:53]([OH:56])=[CH:52][CH:51]=1)[CH2:41][CH2:42][CH3:43].ClCCCN(CCCC)CCCC.C(=O)([O-])[O-].[K+].[K+].C(=O)([O-])[O-].[Na+].[Na+].[OH-].[Na+].[OH-].[K+].[OH-].[Ca+2].[OH-].[OH-].[Cs+]. (2) Given the product [C:32]([C:29]1[CH:30]=[CH:31][C:26]([O:1][CH2:2][CH2:3][CH2:4][CH2:5][CH2:6][NH:7][C:8](=[O:24])[O:9][CH2:10][CH:11]2[C:12]3[CH:13]=[CH:14][CH:15]=[CH:16][C:17]=3[C:18]3[C:23]2=[CH:22][CH:21]=[CH:20][CH:19]=3)=[CH:27][CH:28]=1)(=[O:34])[CH3:33], predict the reactants needed to synthesize it. The reactants are: [OH:1][CH2:2][CH2:3][CH2:4][CH2:5][CH2:6][NH:7][C:8](=[O:24])[O:9][CH2:10][CH:11]1[C:23]2[CH:22]=[CH:21][CH:20]=[CH:19][C:18]=2[C:17]2[C:12]1=[CH:13][CH:14]=[CH:15][CH:16]=2.O[C:26]1[CH:31]=[CH:30][C:29]([C:32](=[O:34])[CH3:33])=[CH:28][CH:27]=1.C1(P(C2C=CC=CC=2)C2C=CC=CC=2)C=CC=CC=1.CC(OC(/N=N/C(OC(C)C)=O)=O)C. (3) Given the product [C:1]([C:5]1[N:6]=[C:7]([N:21]2[CH2:25][CH2:24][C@H:23]([OH:26])[CH2:22]2)[C:8]2[C:9](=[N:11][N:12]([CH2:14][C:15]3[CH:19]=[CH:20][CH:53]=[CH:54][C:55]=3[S:60]([CH3:63])(=[O:62])=[O:61])[N:13]=2)[N:10]=1)([CH3:4])([CH3:3])[CH3:2], predict the reactants needed to synthesize it. The reactants are: [C:1]([C:5]1[N:6]=[C:7]([N:21]2[CH2:25][CH2:24][C@H:23]([OH:26])[CH2:22]2)[C:8]2[C:9](=[N:11][N:12]([CH2:14][C:15]3[C:19]([CH3:20])=NON=3)[N:13]=2)[N:10]=1)([CH3:4])([CH3:3])[CH3:2].C(C1N=C(N2CC[C@H](OC(=O)C(F)(F)F)C2)C2N=NNC=2N=1)(C)(C)C.Br[CH2:53][C:54]1C=CC=C[C:55]=1[S:60]([CH3:63])(=[O:62])=[O:61].